This data is from Forward reaction prediction with 1.9M reactions from USPTO patents (1976-2016). The task is: Predict the product of the given reaction. (1) Given the reactants [CH3:1][C:2]1[C:3]([CH2:8][OH:9])=[CH:4][S:5][C:6]=1[CH3:7].C1C(=O)N([Br:17])C(=O)C1, predict the reaction product. The product is: [Br:17][C:4]1[S:5][C:6]([CH3:7])=[C:2]([CH3:1])[C:3]=1[CH2:8][OH:9]. (2) Given the reactants [CH2:1]([CH:3]([NH:6][C:7](=[O:21])[C:8]1[CH:13]=[CH:12][C:11]([N:14]2[CH2:19][CH2:18][NH:17][CH2:16][CH2:15]2)=[C:10]([F:20])[CH:9]=1)[CH2:4][CH3:5])[CH3:2].Br[CH:23]([C:29]1[CH:34]=[CH:33][CH:32]=[CH:31][CH:30]=1)[C:24]([NH:26][CH2:27][CH3:28])=[O:25].C([O-])([O-])=O.[K+].[K+].O, predict the reaction product. The product is: [CH2:27]([NH:26][C:24]([CH:23]([C:29]1[CH:34]=[CH:33][CH:32]=[CH:31][CH:30]=1)[N:17]1[CH2:18][CH2:19][N:14]([C:11]2[CH:12]=[CH:13][C:8]([C:7]([NH:6][CH:3]([CH2:4][CH3:5])[CH2:1][CH3:2])=[O:21])=[CH:9][C:10]=2[F:20])[CH2:15][CH2:16]1)=[O:25])[CH3:28]. (3) Given the reactants [CH3:1][C:2]1[CH:7]=[CH:6][C:5]([S:8]([O:11][CH2:12][CH2:13][CH:14]2[CH2:18][C:17]([CH3:20])([CH3:19])[C:16](=[O:21])[O:15]2)(=[O:10])=[O:9])=[CH:4][CH:3]=1.O[CH2:23][CH2:24]C1CC2(CCCC2)C(=O)O1.OCCC1OC(=O)C(C)(C)C1, predict the reaction product. The product is: [CH3:1][C:2]1[CH:3]=[CH:4][C:5]([S:8]([O:11][CH2:12][CH2:13][CH:14]2[CH2:18][C:17]3([CH2:19][CH2:24][CH2:23][CH2:20]3)[C:16](=[O:21])[O:15]2)(=[O:10])=[O:9])=[CH:6][CH:7]=1. (4) The product is: [C:1]([O:5][C:6]([N:8]1[CH2:13][CH2:12][CH:11]([C:14]2[N:24]([CH2:22][CH3:23])[N:25]=[C:16]([CH2:17][CH3:18])[C:15]=2[CH3:20])[CH2:10][CH2:9]1)=[O:7])([CH3:4])([CH3:3])[CH3:2]. Given the reactants [C:1]([O:5][C:6]([N:8]1[CH2:13][CH2:12][CH:11]([C:14](=O)[CH:15]([CH3:20])[C:16](=O)[CH2:17][CH3:18])[CH2:10][CH2:9]1)=[O:7])([CH3:4])([CH3:3])[CH3:2].[CH2:22]([NH:24][NH2:25])[CH3:23], predict the reaction product.